Dataset: Full USPTO retrosynthesis dataset with 1.9M reactions from patents (1976-2016). Task: Predict the reactants needed to synthesize the given product. (1) The reactants are: Br[C:2]1[CH:7]=[CH:6][C:5]([NH:8][CH:9]2[CH2:13][O:12][C:11]3[CH:14]=[CH:15][CH:16]=[CH:17][C:10]2=3)=[CH:4][CH:3]=1.[B:18]1([B:18]2[O:22][C:21]([CH3:24])([CH3:23])[C:20]([CH3:26])([CH3:25])[O:19]2)[O:22][C:21]([CH3:24])([CH3:23])[C:20]([CH3:26])([CH3:25])[O:19]1.ClCCl.C([O-])(=O)C.[K+]. Given the product [O:12]1[CH2:13][CH:9]([NH:8][C:5]2[CH:6]=[CH:7][C:2]([B:18]3[O:22][C:21]([CH3:24])([CH3:23])[C:20]([CH3:26])([CH3:25])[O:19]3)=[CH:3][CH:4]=2)[C:10]2[CH:17]=[CH:16][CH:15]=[CH:14][C:11]1=2, predict the reactants needed to synthesize it. (2) The reactants are: [H-].[Al+3].[Li+].[H-].[H-].[H-].[NH2:7][C:8]1[N:12]([CH2:13][CH2:14][O:15][C:16]([C:29]2[CH:34]=[CH:33][CH:32]=[CH:31][CH:30]=2)([C:23]2[CH:28]=[CH:27][CH:26]=[CH:25][CH:24]=2)[C:17]2[CH:22]=[CH:21][CH:20]=[CH:19][CH:18]=2)[N:11]=[CH:10][C:9]=1/[CH:35]=[CH:36]/[N+:37]([O-])=O.[F-].[Na+].O. Given the product [NH2:7][C:8]1[N:12]([CH2:13][CH2:14][O:15][C:16]([C:23]2[CH:28]=[CH:27][CH:26]=[CH:25][CH:24]=2)([C:17]2[CH:18]=[CH:19][CH:20]=[CH:21][CH:22]=2)[C:29]2[CH:34]=[CH:33][CH:32]=[CH:31][CH:30]=2)[N:11]=[CH:10][C:9]=1[CH2:35][CH2:36][NH2:37], predict the reactants needed to synthesize it. (3) Given the product [NH2:1][C:2]1[C:6]2([CH2:11][CH2:10][CH2:9][NH:8][CH2:7]2)[O:5][C:4](=[O:22])[C:3]=1[C:23]1[CH:28]=[C:27]([Cl:29])[C:26]([Br:30])=[CH:25][C:24]=1[CH3:31], predict the reactants needed to synthesize it. The reactants are: [NH2:1][C:2]1[C:6]2([CH2:11][CH2:10][CH2:9][N:8](C(OCC3C=CC=CC=3)=O)[CH2:7]2)[O:5][C:4](=[O:22])[C:3]=1[C:23]1[CH:28]=[C:27]([Cl:29])[C:26]([Br:30])=[CH:25][C:24]=1[CH3:31].FC(F)(F)C(O)=O. (4) Given the product [CH3:23][C:2]([CH3:1])([CH3:22])[C:3]([NH:5][C:6]1[C:11]([CH:12]([CH3:19])[CH2:13][C:14]([O:16][CH2:17][CH3:18])=[O:15])=[CH:10][CH:9]=[C:8]([O:20][CH3:21])[N:7]=1)=[O:4], predict the reactants needed to synthesize it. The reactants are: [CH3:1][C:2]([CH3:23])([CH3:22])[C:3]([NH:5][C:6]1[C:11]([C:12](=[CH2:19])[CH2:13][C:14]([O:16][CH2:17][CH3:18])=[O:15])=[CH:10][CH:9]=[C:8]([O:20][CH3:21])[N:7]=1)=[O:4].[H][H].